This data is from Full USPTO retrosynthesis dataset with 1.9M reactions from patents (1976-2016). The task is: Predict the reactants needed to synthesize the given product. Given the product [C:4]([C:3]1[C:2]([F:1])=[CH:11][CH:10]=[CH:9][C:8]=1[O:12][C:13]1[C:18]([NH:19][C:20]([NH:22][C:23]2[CH:28]=[CH:27][C:26]([O:29][C:30]([F:33])([F:32])[F:31])=[CH:25][CH:24]=2)=[O:21])=[CH:17][CH:16]=[CH:15][N:14]=1)(=[O:6])[CH3:34], predict the reactants needed to synthesize it. The reactants are: [F:1][C:2]1[CH:11]=[CH:10][CH:9]=[C:8]([O:12][C:13]2[C:18]([NH:19][C:20]([NH:22][C:23]3[CH:28]=[CH:27][C:26]([O:29][C:30]([F:33])([F:32])[F:31])=[CH:25][CH:24]=3)=[O:21])=[CH:17][CH:16]=[CH:15][N:14]=2)[C:3]=1[C:4]([O:6]C)=O.[CH3:34][Mg]Br.O.O.O.O.O.O.O.O.O.O.S([O-])([O-])(=O)=O.[Na+].[Na+].